This data is from Catalyst prediction with 721,799 reactions and 888 catalyst types from USPTO. The task is: Predict which catalyst facilitates the given reaction. (1) Reactant: [C:1]([O:4][C@@H:5]1[C@@H:20]([O:21][C:22](=[O:24])[CH3:23])[C@H:19]([O:25][C:26](=[O:28])[CH3:27])[CH2:18][S:17][C@H:6]1[O:7][C:8]1[C:9]([N+:14]([O-])=O)=[N:10][CH:11]=[CH:12][CH:13]=1)(=[O:3])[CH3:2]. Product: [C:1]([O:4][C@@H:5]1[C@@H:20]([O:21][C:22](=[O:24])[CH3:23])[C@H:19]([O:25][C:26](=[O:28])[CH3:27])[CH2:18][S:17][C@H:6]1[O:7][C:8]1[C:9]([NH2:14])=[N:10][CH:11]=[CH:12][CH:13]=1)(=[O:3])[CH3:2]. The catalyst class is: 123. (2) Reactant: Cl[C:2]1[C:3]2[C:10]([C:11]3[CH:16]=[CH:15][CH:14]=[CH:13][CH:12]=3)=[CH:9][S:8][C:4]=2[N:5]=[CH:6][N:7]=1.C(N(CC)CC)C.[NH:24]1[CH2:29][CH2:28][CH:27]([CH2:30][OH:31])[CH2:26][CH2:25]1. Product: [C:11]1([C:10]2[C:3]3[C:2]([C:27]4([CH2:30][OH:31])[CH2:28][CH2:29][NH:24][CH2:25][CH2:26]4)=[N:7][CH:6]=[N:5][C:4]=3[S:8][CH:9]=2)[CH:16]=[CH:15][CH:14]=[CH:13][CH:12]=1. The catalyst class is: 8. (3) Reactant: [NH2:1][C:2]1[CH:3]=[CH:4][C:5]([CH3:26])=[C:6]([C:8]([C:10]2[CH:15]=[CH:14][C:13]([NH:16][C:17]3[CH:22]=[CH:21][C:20]([F:23])=[CH:19][C:18]=3[F:24])=[CH:12][C:11]=2[Cl:25])=[O:9])[CH:7]=1.[CH2:27]([N:29]=[C:30]=[O:31])[CH3:28]. Product: [Cl:25][C:11]1[CH:12]=[C:13]([NH:16][C:17]2[CH:22]=[CH:21][C:20]([F:23])=[CH:19][C:18]=2[F:24])[CH:14]=[CH:15][C:10]=1[C:8]([C:6]1[CH:7]=[C:2]([NH:1][C:30]([NH:29][CH2:27][CH3:28])=[O:31])[CH:3]=[CH:4][C:5]=1[CH3:26])=[O:9]. The catalyst class is: 12. (4) The catalyst class is: 26. Reactant: [NH2:1][C:2]([CH3:6])([CH3:5])[C:3]#[N:4].C(N(CC)CC)C.[N:14]([C:17]1[CH:24]=[CH:23][C:20]([C:21]#[N:22])=[C:19]([C:25]([F:28])([F:27])[F:26])[CH:18]=1)=[C:15]=[O:16]. Product: [CH3:5][C:2]1([CH3:6])[C:3](=[NH:4])[N:14]([C:17]2[CH:24]=[CH:23][C:20]([C:21]#[N:22])=[C:19]([C:25]([F:26])([F:27])[F:28])[CH:18]=2)[C:15](=[O:16])[NH:1]1. (5) Reactant: [CH3:1][O:2][C:3]1[CH:12]=[CH:11][C:10]2[C:5](=[CH:6][CH:7]=[CH:8][CH:9]=2)[C:4]=1[C:13]([OH:15])=[O:14].C(Cl)(=O)C(Cl)=O.[CH:22](O)([CH3:24])[CH3:23].N1C=CC=CC=1. Product: [CH3:1][O:2][C:3]1[CH:12]=[CH:11][C:10]2[C:5](=[CH:6][CH:7]=[CH:8][CH:9]=2)[C:4]=1[C:13]([O:15][CH:22]([CH3:24])[CH3:23])=[O:14]. The catalyst class is: 120.